From a dataset of Forward reaction prediction with 1.9M reactions from USPTO patents (1976-2016). Predict the product of the given reaction. Given the reactants Cl[C:2]1[C:7]([C:8]([F:11])([F:10])[F:9])=[CH:6][N:5]=[C:4]([NH:12][C:13]2[CH:27]=[CH:26][C:16]([CH2:17][P:18](=[O:25])([O:22][CH2:23][CH3:24])[O:19][CH2:20][CH3:21])=[CH:15][C:14]=2[O:28][CH3:29])[N:3]=1.[NH2:30][C:31]1[CH:32]=[CH:33][C:34]([CH:42]2[CH2:47][CH2:46][CH:45]([N:48]([CH3:50])[CH3:49])[CH2:44][CH2:43]2)=[C:35]2[C:39]=1[C:38](=[O:40])[N:37]([CH3:41])[CH2:36]2, predict the reaction product. The product is: [CH2:20]([O:19][P:18]([CH2:17][C:16]1[CH:26]=[CH:27][C:13]([NH:12][C:4]2[N:3]=[C:2]([NH:30][C:31]3[CH:32]=[CH:33][C:34]([CH:42]4[CH2:43][CH2:44][CH:45]([N:48]([CH3:49])[CH3:50])[CH2:46][CH2:47]4)=[C:35]4[C:39]=3[C:38](=[O:40])[N:37]([CH3:41])[CH2:36]4)[C:7]([C:8]([F:11])([F:10])[F:9])=[CH:6][N:5]=2)=[C:14]([O:28][CH3:29])[CH:15]=1)(=[O:25])[O:22][CH2:23][CH3:24])[CH3:21].